From a dataset of Full USPTO retrosynthesis dataset with 1.9M reactions from patents (1976-2016). Predict the reactants needed to synthesize the given product. (1) The reactants are: Br[C:2]1[CH:3]=[C:4]([C:15]([F:18])([F:17])[F:16])[C:5]([O:8][C@@H:9]([CH3:14])[C:10]([F:13])([F:12])[F:11])=[N:6][CH:7]=1.[CH:19]1C=CC(P(C2C=CC=CC=2)CCCP(C2C=CC=CC=2)C2C=CC=CC=2)=CC=1.[OH2:48].[CH3:49][OH:50]. Given the product [F:16][C:15]([F:18])([F:17])[C:4]1[C:5]([O:8][C@@H:9]([CH3:14])[C:10]([F:13])([F:12])[F:11])=[N:6][CH:7]=[C:2]([CH:3]=1)[C:49]([O:50][CH3:19])=[O:48], predict the reactants needed to synthesize it. (2) Given the product [CH2:17]([O:19][C:20]([NH:11][C@H:7]([C:4]1[CH:3]=[CH:2][CH:1]=[CH:6][CH:5]=1)[C:8]([OH:10])=[O:9])=[O:21])[CH3:18], predict the reactants needed to synthesize it. The reactants are: [CH:1]1[CH:6]=[CH:5][C:4]([C@@H:7]([NH2:11])[C:8]([OH:10])=[O:9])=[CH:3][CH:2]=1.C([O-])(O)=O.[Na+].[CH2:17]([O:19][C:20](Cl)=[O:21])[CH3:18].Cl. (3) Given the product [Cl:1][C:2]1[C:3]([C:9](=[N:24][O:25][CH:33]([CH3:35])[CH3:34])[CH2:10][NH:11][C:12](=[O:23])[C:13]2[CH:18]=[CH:17][CH:16]=[CH:15][C:14]=2[C:19]([F:20])([F:22])[F:21])=[N:4][CH:5]=[C:6]([Cl:8])[CH:7]=1, predict the reactants needed to synthesize it. The reactants are: [Cl:1][C:2]1[C:3]([C:9](=[N:24][OH:25])[CH2:10][NH:11][C:12](=[O:23])[C:13]2[CH:18]=[CH:17][CH:16]=[CH:15][C:14]=2[C:19]([F:22])([F:21])[F:20])=[N:4][CH:5]=[C:6]([Cl:8])[CH:7]=1.C(=O)([O-])[O-].[K+].[K+].I[CH:33]([CH3:35])[CH3:34].Cl. (4) Given the product [Cl:17][C:14]1[CH:15]=[CH:16][C:11]2[NH:10][C:9]([CH2:18][NH2:19])=[N:8][C:12]=2[CH:13]=1, predict the reactants needed to synthesize it. The reactants are: C(OC([N:8]1[C:12]2[CH:13]=[C:14]([Cl:17])[CH:15]=[CH:16][C:11]=2[NH:10][CH:9]1[CH2:18][NH2:19])=O)(C)(C)C.